Dataset: Forward reaction prediction with 1.9M reactions from USPTO patents (1976-2016). Task: Predict the product of the given reaction. (1) Given the reactants [F:1][C:2]([F:15])([F:14])[C:3]([N:5]1[CH2:10][CH2:9][CH:8]([CH2:11][CH2:12][OH:13])[CH2:7][CH2:6]1)=[O:4].N1C(C)=CC=CC=1C.[S:24](O[S:24]([C:27]([F:30])([F:29])[F:28])(=[O:26])=[O:25])([C:27]([F:30])([F:29])[F:28])(=[O:26])=[O:25], predict the reaction product. The product is: [F:28][C:27]([F:30])([F:29])[S:24]([O:13][CH2:12][CH2:11][CH:8]1[CH2:9][CH2:10][N:5]([C:3](=[O:4])[C:2]([F:1])([F:14])[F:15])[CH2:6][CH2:7]1)(=[O:26])=[O:25]. (2) Given the reactants [CH3:1][C:2]1([CH3:18])[C:11]2[C:6](=[CH:7][C:8]([N+:14]([O-])=O)=[C:9]([O:12][CH3:13])[CH:10]=2)[NH:5][C:4](=[O:17])[CH2:3]1.CO.[H][H], predict the reaction product. The product is: [NH2:14][C:8]1[CH:7]=[C:6]2[C:11]([C:2]([CH3:1])([CH3:18])[CH2:3][C:4](=[O:17])[NH:5]2)=[CH:10][C:9]=1[O:12][CH3:13]. (3) Given the reactants N1C=CC=CC=1C(O)=O.[NH2:10][C:11]1[C:16]([C:17]2[CH:22]=[CH:21][C:20]([OH:23])=[CH:19][CH:18]=2)=[CH:15][CH:14]=[CH:13][N:12]=1.P([O-])([O-])([O-])=O.[K+].[K+].[K+].Br[C:33]1[CH:38]=[CH:37][C:36]([C:39]([F:42])([F:41])[F:40])=[CH:35][CH:34]=1, predict the reaction product. The product is: [F:40][C:39]([F:42])([F:41])[C:36]1[CH:37]=[CH:38][C:33]([O:23][C:20]2[CH:21]=[CH:22][C:17]([C:16]3[C:11]([NH2:10])=[N:12][CH:13]=[CH:14][CH:15]=3)=[CH:18][CH:19]=2)=[CH:34][CH:35]=1.